This data is from Catalyst prediction with 721,799 reactions and 888 catalyst types from USPTO. The task is: Predict which catalyst facilitates the given reaction. (1) Reactant: [CH2:1]([O:3][P:4]([CH:9]=[CH:10][CH:11]1[CH2:15][CH:14](C(=O)C2C=CC=CC=2)[CH:13](C(=O)C2C=CC=CC=2)[O:12]1)(=[O:8])[O:5][CH2:6][CH3:7])[CH3:2].[N:32]1[C:40]([NH2:41])=[C:39]2[C:35]([N:36]=[CH:37][NH:38]2)=[N:34][CH:33]=1.Cl[Sn](Cl)(Cl)Cl.[C:47]([O-:50])(O)=[O:48].[Na+].[CH3:52][C:53]#N. Product: [NH2:41][C:40]1[N:32]=[CH:33][N:34]=[C:35]2[C:39]=1[N:38]=[CH:37][N:36]2[CH:13]1[CH:14]([O:50][C:47](=[O:48])[C:53]2[CH:52]=[CH:15][CH:11]=[CH:10][CH:9]=2)[CH2:15][CH:11]([CH:10]=[CH:9][P:4]([O:3][CH2:1][CH3:2])([O:5][CH2:6][CH3:7])=[O:8])[O:12]1. The catalyst class is: 6. (2) Product: [CH3:34][C:25]1[CH:30]=[CH:29][C:28]([NH:31][C:32]([N:15]2[CH2:16][CH2:17][N:12]([C:10]3[S:9][N:8]=[C:7]([C:1]4[CH:2]=[CH:3][CH:4]=[CH:5][CH:6]=4)[N:11]=3)[CH2:13][CH2:14]2)=[O:33])=[CH:27][CH:26]=1. The catalyst class is: 7. Reactant: [C:1]1([C:7]2[N:11]=[C:10]([N:12]3[CH2:17][CH2:16][NH:15][CH2:14][CH2:13]3)[S:9][N:8]=2)[CH:6]=[CH:5][CH:4]=[CH:3][CH:2]=1.C(N(CC)CC)C.[C:25]1([CH3:34])[CH:30]=[CH:29][C:28]([N:31]=[C:32]=[O:33])=[CH:27][CH:26]=1. (3) Reactant: [Cl:1][C:2]1[N:9]=[C:8]([NH:10][C:11]2[CH:15]=[C:14]([CH3:16])[NH:13][N:12]=2)[CH:7]=[C:6]([CH3:17])[C:3]=1[C:4]#[N:5].Cl.[CH3:19][O:20][C:21]1[CH:30]=[CH:29][C:24]([O:25][CH2:26][CH2:27][NH2:28])=[CH:23][CH:22]=1.C(=O)([O-])O.[Na+].CS(C)=O. Product: [ClH:1].[CH3:19][O:20][C:21]1[CH:30]=[CH:29][C:24]([O:25][CH2:26][CH2:27][NH:28][C:2]2[N:9]=[C:8]([NH:10][C:11]3[CH:15]=[C:14]([CH3:16])[NH:13][N:12]=3)[CH:7]=[C:6]([CH3:17])[C:3]=2[C:4]#[N:5])=[CH:23][CH:22]=1. The catalyst class is: 6. (4) Reactant: [CH:1]([C:4]1[CH:5]=[N:6][N:7]2[C:12]([N:13]([CH3:20])C3C=CC=CC=3)=[N:11][C:10]([S:21][CH3:22])=[N:9][C:8]=12)([CH3:3])[CH3:2].[S:23]1[CH:27]=[CH:26][C:25]([C:28]2[CH:35]=[CH:34][C:31](CN)=[CH:30][CH:29]=2)=[CH:24]1. Product: [CH:1]([C:4]1[CH:5]=[N:6][N:7]2[C:12]([NH:13][CH2:20][C:31]3[CH:30]=[CH:29][C:28]([C:25]4[CH:26]=[CH:27][S:23][CH:24]=4)=[CH:35][CH:34]=3)=[N:11][C:10]([S:21][CH3:22])=[N:9][C:8]=12)([CH3:2])[CH3:3]. The catalyst class is: 14. (5) Reactant: [C:1]([N:5]1[C:9]([NH2:10])=[CH:8][C:7]([CH:11]2[CH2:14][CH2:13][CH2:12]2)=[N:6]1)([CH3:4])([CH3:3])[CH3:2].C[O:16][C:17](=O)[CH2:18][C:19](=O)[C:20]([F:23])([F:22])[F:21]. Product: [C:1]([N:5]1[C:9]2[NH:10][C:17](=[O:16])[CH:18]=[C:19]([C:20]([F:23])([F:22])[F:21])[C:8]=2[C:7]([CH:11]2[CH2:14][CH2:13][CH2:12]2)=[N:6]1)([CH3:4])([CH3:2])[CH3:3]. The catalyst class is: 52.